Task: Predict the product of the given reaction.. Dataset: Forward reaction prediction with 1.9M reactions from USPTO patents (1976-2016) (1) Given the reactants [Cl:1][CH2:2][CH2:3][O:4][C:5]1[CH:13]=[CH:12][CH:11]=[C:10]2[C:6]=1[CH:7]=[CH:8][NH:9]2.[H-].[Na+].[C:16]1([S:22](Cl)(=[O:24])=[O:23])[CH:21]=[CH:20][CH:19]=[CH:18][CH:17]=1.C([O-])(O)=O.[Na+], predict the reaction product. The product is: [Cl:1][CH2:2][CH2:3][O:4][C:5]1[CH:13]=[CH:12][CH:11]=[C:10]2[C:6]=1[CH:7]=[CH:8][N:9]2[S:22]([C:16]1[CH:21]=[CH:20][CH:19]=[CH:18][CH:17]=1)(=[O:24])=[O:23]. (2) Given the reactants [F:1][C:2]1[CH:7]=[CH:6][C:5]([C:8]2[N:9]=[C:10]3[C:15](=[N:16][CH:17]=2)[N:14]=[C:13](SC)[N:12]=[C:11]3[NH:20][CH2:21][C:22]([F:25])([F:24])[F:23])=[CH:4][CH:3]=1.Cl.[NH2:27][CH2:28][C:29]1[CH:34]=[CH:33][C:32]([S:35]([NH2:38])(=[O:37])=[O:36])=[CH:31][CH:30]=1.CCN(C(C)C)C(C)C.O, predict the reaction product. The product is: [F:1][C:2]1[CH:3]=[CH:4][C:5]([C:8]2[N:9]=[C:10]3[C:15](=[N:16][CH:17]=2)[N:14]=[C:13]([NH:27][CH2:28][C:29]2[CH:30]=[CH:31][C:32]([S:35]([NH2:38])(=[O:36])=[O:37])=[CH:33][CH:34]=2)[N:12]=[C:11]3[NH:20][CH2:21][C:22]([F:25])([F:23])[F:24])=[CH:6][CH:7]=1. (3) Given the reactants [C:1]([O:5][C:6]([N:8]1[CH2:13][CH2:12][C:11]([CH2:21][NH2:22])([C:14]2[CH:19]=[CH:18][C:17]([I:20])=[CH:16][CH:15]=2)[CH2:10][CH2:9]1)=[O:7])([CH3:4])([CH3:3])[CH3:2].Cl[C:24]([O:26][CH2:27][CH:28]([CH3:30])[CH3:29])=[O:25].N1C=CC=CC=1, predict the reaction product. The product is: [C:1]([O:5][C:6]([N:8]1[CH2:9][CH2:10][C:11]([C:14]2[CH:19]=[CH:18][C:17]([I:20])=[CH:16][CH:15]=2)([CH2:21][NH:22][C:24]([O:26][CH2:27][CH:28]([CH3:30])[CH3:29])=[O:25])[CH2:12][CH2:13]1)=[O:7])([CH3:4])([CH3:3])[CH3:2]. (4) Given the reactants [CH2:1]([N:8]1[CH2:14][CH:13]2[CH2:15][CH:10]([CH2:11][C:12]2=[O:16])[CH2:9]1)[C:2]1[CH:7]=[CH:6][CH:5]=[CH:4][CH:3]=1, predict the reaction product. The product is: [CH2:1]([N:8]1[CH2:14][CH:13]2[CH2:15][CH:10]([C:11](=[CH:1][N:8]([CH3:14])[CH3:9])[C:12]2=[O:16])[CH2:9]1)[C:2]1[CH:3]=[CH:4][CH:5]=[CH:6][CH:7]=1. (5) The product is: [C:3]([CH2:4][C:5]([NH:7][C:8]1[CH:9]=[C:10]([S:14][CH:15]([C:25]2[CH:26]=[CH:27][C:28]([CH2:31][CH2:32][CH2:33][CH2:34][CH2:35][CH2:36][CH2:37][CH2:38][CH3:39])=[CH:29][CH:30]=2)[C:16](=[O:24])[CH2:17][CH2:18][CH2:19][C:20]([OH:22])=[O:21])[CH:11]=[CH:12][CH:13]=1)=[O:6])([OH:40])=[O:2]. Given the reactants C[O:2][C:3](=[O:40])[CH2:4][C:5]([NH:7][C:8]1[CH:9]=[C:10]([S:14][CH:15]([C:25]2[CH:30]=[CH:29][C:28]([CH2:31][CH2:32][CH2:33][CH2:34][CH2:35][CH2:36][CH2:37][CH2:38][CH3:39])=[CH:27][CH:26]=2)[C:16](=[O:24])[CH2:17][CH2:18][CH2:19][C:20]([O:22]C)=[O:21])[CH:11]=[CH:12][CH:13]=1)=[O:6].[OH-].[Na+], predict the reaction product. (6) The product is: [F:21][C:18]1[CH:17]=[CH:16][C:15]([NH:14][C:12]([N:8]2[C@H:7]([C:22]3[CH:23]=[CH:24][C:25]([C:28]([F:30])([F:29])[F:31])=[CH:26][CH:27]=3)[C:6]3[N:5]=[CH:4][CH:3]=[C:2]([C:36]4[CH:37]=[CH:38][C:33]([F:32])=[CH:34][CH:35]=4)[C:11]=3[CH2:10][CH2:9]2)=[O:13])=[CH:20][CH:19]=1. Given the reactants Cl[C:2]1[C:11]2[CH2:10][CH2:9][N:8]([C:12]([NH:14][C:15]3[CH:20]=[CH:19][C:18]([F:21])=[CH:17][CH:16]=3)=[O:13])[C@H:7]([C:22]3[CH:27]=[CH:26][C:25]([C:28]([F:31])([F:30])[F:29])=[CH:24][CH:23]=3)[C:6]=2[N:5]=[CH:4][CH:3]=1.[F:32][C:33]1[CH:38]=[CH:37][C:36](B(O)O)=[CH:35][CH:34]=1.C(=O)([O-])[O-].[Na+].[Na+].O1CCOCC1, predict the reaction product. (7) Given the reactants [CH3:1][N:2]1[CH2:7][CH2:6][N:5]([CH:8]2[CH2:13][CH2:12][NH:11][CH2:10][CH2:9]2)[CH2:4][CH2:3]1.[Br:14][C:15]1[CH:20]=[CH:19][C:18](B(O)O)=[CH:17][CH:16]=1, predict the reaction product. The product is: [Br:14][C:15]1[CH:20]=[CH:19][C:18]([N:11]2[CH2:12][CH2:13][CH:8]([N:5]3[CH2:6][CH2:7][N:2]([CH3:1])[CH2:3][CH2:4]3)[CH2:9][CH2:10]2)=[CH:17][CH:16]=1. (8) Given the reactants [C:1]([C:5]1[CH:10]=[CH:9][C:8]([N:11]2[C:15](=[O:16])[C:14]([CH3:18])([CH3:17])[N:13]([CH2:19][C:20]3[CH:25]=[CH:24][N:23]4[O:26][C:27](=S)[N:28]=[C:22]4[CH:21]=3)[C:12]2=[O:30])=[CH:7][CH:6]=1)([CH3:4])([CH3:3])[CH3:2].[CH:31]1([NH2:36])[CH2:35][CH2:34][CH2:33][CH2:32]1, predict the reaction product. The product is: [C:1]([C:5]1[CH:10]=[CH:9][C:8]([N:11]2[C:15](=[O:16])[C:14]([CH3:18])([CH3:17])[N:13]([CH2:19][C:20]3[CH:25]=[CH:24][N:23]=[C:22]([NH:28][C:27]([NH:36][CH:31]4[CH2:35][CH2:34][CH2:33][CH2:32]4)=[O:26])[CH:21]=3)[C:12]2=[O:30])=[CH:7][CH:6]=1)([CH3:4])([CH3:3])[CH3:2]. (9) Given the reactants [CH2:1]([O:3][C:4]([C@H:6]1[CH2:11][CH2:10][C@H:9]([N:12]2[C:16]([C:17]([F:20])([F:19])[F:18])=[C:15]([C:21](O)=[O:22])[CH:14]=[N:13]2)[CH2:8][CH2:7]1)=[O:5])[CH3:2].[Cl:24][C:25]1[CH:26]=[N:27][CH:28]=[C:29]([Cl:50])[C:30]=1[CH:31]([O:42][Si:43]([CH2:48][CH3:49])([CH2:46][CH3:47])[CH2:44][CH3:45])[CH2:32][NH:33][CH2:34][C:35]1[CH:40]=[CH:39][C:38]([F:41])=[CH:37][CH:36]=1.CN(C(ON1N=NC2C=CC=NC1=2)=[N+](C)C)C.F[P-](F)(F)(F)(F)F.CCN(C(C)C)C(C)C, predict the reaction product. The product is: [Cl:24][C:25]1[CH:26]=[N:27][CH:28]=[C:29]([Cl:50])[C:30]=1[CH:31]([O:42][Si:43]([CH2:48][CH3:49])([CH2:46][CH3:47])[CH2:44][CH3:45])[CH2:32][N:33]([CH2:34][C:35]1[CH:40]=[CH:39][C:38]([F:41])=[CH:37][CH:36]=1)[C:21]([C:15]1[CH:14]=[N:13][N:12]([C@H:9]2[CH2:10][CH2:11][C@H:6]([C:4]([O:3][CH2:1][CH3:2])=[O:5])[CH2:7][CH2:8]2)[C:16]=1[C:17]([F:18])([F:20])[F:19])=[O:22].